This data is from Full USPTO retrosynthesis dataset with 1.9M reactions from patents (1976-2016). The task is: Predict the reactants needed to synthesize the given product. (1) The reactants are: [N:1]([CH2:4][CH2:5][O:6][C@:7]([C@@H:18]1[CH2:23][CH2:22][CH2:21][N:20]([C:24]([O:26][C:27]([CH3:30])([CH3:29])[CH3:28])=[O:25])[CH2:19]1)([C:11]1[CH:16]=[CH:15][CH:14]=[C:13]([Cl:17])[CH:12]=1)[CH2:8][CH2:9][CH3:10])=[N+]=[N-].C1C=CC(P(C2C=CC=CC=2)C2C=CC=CC=2)=CC=1. Given the product [NH2:1][CH2:4][CH2:5][O:6][C@:7]([C@@H:18]1[CH2:23][CH2:22][CH2:21][N:20]([C:24]([O:26][C:27]([CH3:28])([CH3:30])[CH3:29])=[O:25])[CH2:19]1)([C:11]1[CH:16]=[CH:15][CH:14]=[C:13]([Cl:17])[CH:12]=1)[CH2:8][CH2:9][CH3:10], predict the reactants needed to synthesize it. (2) Given the product [CH2:1]([O:3][C:4](=[O:18])[CH:5]([O:15][CH2:16][CH3:17])[CH2:6][C:7]1[CH:12]=[CH:11][C:10]([O:13][CH2:20][C:21]2[N:22]=[C:23]([C:27]3[S:28][CH:29]=[CH:30][CH:31]=3)[O:24][C:25]=2[CH3:26])=[CH:9][C:8]=1[CH3:14])[CH3:2], predict the reactants needed to synthesize it. The reactants are: [CH2:1]([O:3][C:4](=[O:18])[CH:5]([O:15][CH2:16][CH3:17])[CH2:6][C:7]1[CH:12]=[CH:11][C:10]([OH:13])=[CH:9][C:8]=1[CH3:14])[CH3:2].Cl[CH2:20][C:21]1[N:22]=[C:23]([C:27]2[S:28][CH:29]=[CH:30][CH:31]=2)[O:24][C:25]=1[CH3:26].C(=O)([O-])[O-].[K+].[K+].[I-].[K+]. (3) Given the product [N:1]1[CH:6]=[CH:5][CH:4]=[CH:3][C:2]=1[C:7]1[N:11]=[C:10]([C:12]2[CH:17]=[C:16]([C:2]3[CH:3]=[CH:4][CH:5]=[CH:6][N:1]=3)[CH:15]=[CH:14][C:13]=2[O:19][CH3:20])[O:9][N:8]=1, predict the reactants needed to synthesize it. The reactants are: [N:1]1[CH:6]=[CH:5][CH:4]=[CH:3][C:2]=1[C:7]1[N:11]=[C:10]([C:12]2[CH:17]=[C:16](Br)[CH:15]=[CH:14][C:13]=2[O:19][CH3:20])[O:9][N:8]=1. (4) Given the product [CH:1]1([C:4]([N:29]2[CH2:30][CH2:31][CH:26]([CH2:25][NH:24][C:22]([NH:21][CH2:20][C@@H:16]3[O:17][CH2:18][CH2:19][N:14]([CH2:13][C:12]4[CH:32]=[CH:33][C:34]([Cl:35])=[C:10]([Cl:9])[CH:11]=4)[CH2:15]3)=[O:23])[CH2:27][CH2:28]2)=[O:5])[CH2:3][CH2:2]1, predict the reactants needed to synthesize it. The reactants are: [CH:1]1([C:4](Cl)=[O:5])[CH2:3][CH2:2]1.Cl.Cl.[Cl:9][C:10]1[CH:11]=[C:12]([CH:32]=[CH:33][C:34]=1[Cl:35])[CH2:13][N:14]1[CH2:19][CH2:18][O:17][C@@H:16]([CH2:20][NH:21][C:22]([NH:24][CH2:25][CH:26]2[CH2:31][CH2:30][NH:29][CH2:28][CH2:27]2)=[O:23])[CH2:15]1.C(N(CC)C(C)C)(C)C. (5) Given the product [Cl:1][C:2]1[C:3]2[N:20]([CH2:30][C:31]3[CH:36]=[CH:35][C:34]([O:37][CH3:38])=[CH:33][C:32]=3[O:39][CH3:40])[C:21](=[O:29])[C@@H:22]([CH2:23][C:24]([O:26][CH2:27][CH3:28])=[O:25])[O:9][C@H:8]([C:10]3[CH:15]=[CH:14][CH:13]=[C:12]([O:16][CH3:17])[C:11]=3[O:18][CH3:19])[C:4]=2[CH:5]=[CH:6][CH:7]=1, predict the reactants needed to synthesize it. The reactants are: [Cl:1][C:2]1[CH:7]=[CH:6][CH:5]=[C:4]([CH:8]([C:10]2[CH:15]=[CH:14][CH:13]=[C:12]([O:16][CH3:17])[C:11]=2[O:18][CH3:19])[OH:9])[C:3]=1[N:20]([CH2:30][C:31]1[CH:36]=[CH:35][C:34]([O:37][CH3:38])=[CH:33][C:32]=1[O:39][CH3:40])[C:21](=[O:29])/[CH:22]=[CH:23]/[C:24]([O:26][CH2:27][CH3:28])=[O:25].C(=O)([O-])[O-].[K+].[K+].